This data is from Full USPTO retrosynthesis dataset with 1.9M reactions from patents (1976-2016). The task is: Predict the reactants needed to synthesize the given product. (1) The reactants are: [Br:1][C:2]1[CH:7]=[CH:6][C:5]([C:8]2[N:9]([CH2:20][CH2:21][NH:22]C(=O)OC(C)(C)C)[C:10](=[N:13][C:14]3[CH:19]=[CH:18][CH:17]=[CH:16][CH:15]=3)[S:11][CH:12]=2)=[CH:4][CH:3]=1.FC(F)(F)C(O)=O. Given the product [NH2:22][CH2:21][CH2:20][N:9]1[C:8]([C:5]2[CH:4]=[CH:3][C:2]([Br:1])=[CH:7][CH:6]=2)=[CH:12][S:11][C:10]1=[N:13][C:14]1[CH:19]=[CH:18][CH:17]=[CH:16][CH:15]=1, predict the reactants needed to synthesize it. (2) Given the product [CH2:1]([NH:8][CH2:9][C:10]1[CH2:16][N:15]([CH2:17][C:18](=[O:29])[NH:19][CH:20]2[CH2:24][C:23](=[O:25])[O:22][CH:21]2[OH:26])[C:14](=[O:30])[CH:13]([NH:31][C:32]([C:34]2[C:43]3[C:38](=[CH:39][CH:40]=[CH:41][CH:42]=3)[CH:37]=[CH:36][N:35]=2)=[O:33])[CH2:12][CH:11]=1)[C:2]1[CH:3]=[CH:4][CH:5]=[CH:6][CH:7]=1, predict the reactants needed to synthesize it. The reactants are: [CH2:1]([NH:8][CH2:9][C:10]1[CH2:16][N:15]([CH2:17][C:18](=[O:29])[NH:19][CH:20]2[CH2:24][C:23](=[O:25])[O:22][CH:21]2[O:26]CC)[C:14](=[O:30])[CH:13]([NH:31][C:32]([C:34]2[C:43]3[C:38](=[CH:39][CH:40]=[CH:41][CH:42]=3)[CH:37]=[CH:36][N:35]=2)=[O:33])[CH2:12][CH:11]=1)[C:2]1[CH:7]=[CH:6][CH:5]=[CH:4][CH:3]=1.C(O)(C(F)(F)F)=O.